Task: Predict which catalyst facilitates the given reaction.. Dataset: Catalyst prediction with 721,799 reactions and 888 catalyst types from USPTO (1) Reactant: [O:1]([C:8]1[CH:13]=[C:12]([C:14]([F:17])([F:16])[F:15])[CH:11]=[CH:10][C:9]=1[OH:18])[C:2]1[CH:7]=[CH:6][CH:5]=[CH:4][CH:3]=1.[OH:19][C@@H:20]([CH3:34])[CH2:21][CH2:22]OS(C1C=CC(C)=CC=1)(=O)=O.C([O-])([O-])=O.[Cs+].[Cs+]. Product: [O:1]([C:8]1[CH:13]=[C:12]([C:14]([F:15])([F:16])[F:17])[CH:11]=[CH:10][C:9]=1[O:18][CH2:22][CH2:21][C@@H:20]([OH:19])[CH3:34])[C:2]1[CH:3]=[CH:4][CH:5]=[CH:6][CH:7]=1. The catalyst class is: 215. (2) Reactant: [CH3:1][N:2]([C:20]1[CH:21]=[CH:22][CH:23]=[CH:24][N:25]=1)[CH2:3][CH2:4][O:5][C:6]1[CH:7]=[CH:8][C:9](CC2SC(=O)NC2=O)=[CH:10][CH:11]=1.ClC1C=CC=CN=1.CNC[CH2:36][OH:37].FC1C=CC(C=O)=CC=1.[H-].[Na+]. The catalyst class is: 9. Product: [CH3:1][N:2]([CH2:3][CH2:4][O:5][C:6]1[CH:11]=[CH:10][CH:9]=[CH:8][C:7]=1[CH:36]=[O:37])[C:20]1[CH:21]=[CH:22][CH:23]=[CH:24][N:25]=1. (3) Reactant: [H-].[Na+].[Cl:3][C:4]1[CH:5]=[C:6]([CH2:11][C:12]#[N:13])[CH:7]=[CH:8][C:9]=1[Cl:10].Cl[CH2:15][CH2:16][O:17][CH2:18][CH2:19]Cl.O. Product: [Cl:3][C:4]1[CH:5]=[C:6]([C:11]2([C:12]#[N:13])[CH2:19][CH2:18][O:17][CH2:16][CH2:15]2)[CH:7]=[CH:8][C:9]=1[Cl:10]. The catalyst class is: 16.